Task: Predict the reactants needed to synthesize the given product.. Dataset: Full USPTO retrosynthesis dataset with 1.9M reactions from patents (1976-2016) (1) Given the product [ClH:64].[CH2:39]([C@H:41]([NH:48][C:20]([C:19]1[C:18]2[C:13](=[CH:14][CH:15]=[CH:16][CH:17]=2)[N:12]=[C:11]([C:23]2[CH:28]=[CH:27][CH:26]=[CH:25][CH:24]=2)[C:10]=1[N:6]1[CH2:7][CH2:8][CH2:9][C@H:5]1[C:3]([O:2][CH3:1])=[O:4])=[O:22])[C:42]1[CH:47]=[CH:46][CH:45]=[CH:44][CH:43]=1)[CH3:40], predict the reactants needed to synthesize it. The reactants are: [CH3:1][O:2][C:3]([C@@H:5]1[CH2:9][CH2:8][CH2:7][N:6]1[C:10]1[C:11]([C:23]2[CH:28]=[CH:27][CH:26]=[CH:25][CH:24]=2)=[N:12][C:13]2[C:18]([C:19]=1[C:20]([OH:22])=O)=[CH:17][CH:16]=[CH:15][CH:14]=2)=[O:4].C1C=CC2N(O)N=NC=2C=1.[CH2:39]([C@H:41]([NH2:48])[C:42]1[CH:47]=[CH:46][CH:45]=[CH:44][CH:43]=1)[CH3:40].C1CCC(N=C=NC2CCCCC2)CC1.[ClH:64].CCOCC. (2) Given the product [CH2:1]([O:3][C:4]([C@@H:6]1[N:10]([CH3:11])[C:9](=[O:12])[CH2:8][C@@H:7]1[C:13]1[CH:14]=[CH:15][C:16]([NH2:19])=[CH:17][CH:18]=1)=[O:5])[CH3:2], predict the reactants needed to synthesize it. The reactants are: [CH2:1]([O:3][C:4]([C@@H:6]1[N:10]([CH3:11])[C:9](=[O:12])[CH2:8][C@@H:7]1[C:13]1[CH:18]=[CH:17][C:16]([N+:19]([O-])=O)=[CH:15][CH:14]=1)=[O:5])[CH3:2]. (3) The reactants are: [CH:1]1([N:4]([CH:18]2[CH2:23][CH2:22][NH:21][CH2:20][CH2:19]2)[S:5]([C:8]2[CH:13]=[CH:12][CH:11]=[C:10]([C:14]([F:17])([F:16])[F:15])[CH:9]=2)(=[O:7])=[O:6])[CH2:3][CH2:2]1.[F:24][C:25]1[CH:30]=[CH:29][C:28]([C:31](=[O:37])[CH2:32][CH2:33][C:34](O)=[O:35])=[CH:27][CH:26]=1. Given the product [CH:1]1([N:4]([CH:18]2[CH2:23][CH2:22][N:21]([C:34](=[O:35])[CH2:33][CH2:32][C:31]([C:28]3[CH:27]=[CH:26][C:25]([F:24])=[CH:30][CH:29]=3)=[O:37])[CH2:20][CH2:19]2)[S:5]([C:8]2[CH:13]=[CH:12][CH:11]=[C:10]([C:14]([F:17])([F:15])[F:16])[CH:9]=2)(=[O:6])=[O:7])[CH2:3][CH2:2]1, predict the reactants needed to synthesize it. (4) Given the product [CH3:65][N:47]([CH3:46])[C:48]1([C:58]2[CH:63]=[CH:62][CH:61]=[C:60]([F:64])[CH:59]=2)[CH2:53][CH2:52][C:51](=[CH:54][C:55]([NH:23][CH:12]([CH3:11])[CH2:13][C:14]2[C:22]3[C:17](=[CH:18][CH:19]=[CH:20][CH:21]=3)[NH:16][CH:15]=2)=[O:56])[CH2:50][CH2:49]1, predict the reactants needed to synthesize it. The reactants are: ON1C2C=CC=CC=2N=N1.[CH3:11][CH:12]([NH2:23])[CH2:13][C:14]1[C:22]2[C:17](=[CH:18][CH:19]=[CH:20][CH:21]=2)[NH:16][CH:15]=1.CN1CCOCC1.C1(N=C=NC2CCCCC2)CCCCC1.[CH3:46][N:47]([CH3:65])[C:48]1([C:58]2[CH:63]=[CH:62][CH:61]=[C:60]([F:64])[CH:59]=2)[CH2:53][CH2:52][C:51](=[CH:54][C:55](O)=[O:56])[CH2:50][CH2:49]1.[OH-].[Na+]. (5) The reactants are: Br[C:2]1[CH:3]=[C:4]([C:8]2[CH:9]=[C:10]([NH:14][CH2:15][CH3:16])[N:11]=[N:12][CH:13]=2)[CH:5]=[CH:6][CH:7]=1.CC1(C)COB([C:24]2[CH:31]=[CH:30][C:29]([F:32])=[CH:28][C:25]=2[C:26]#[N:27])OC1.C([O-])([O-])=O.[Na+].[Na+]. Given the product [CH2:15]([NH:14][C:10]1[N:11]=[N:12][CH:13]=[C:8]([C:4]2[CH:3]=[C:2]([C:24]3[C:25]([C:26]#[N:27])=[CH:28][C:29]([F:32])=[CH:30][CH:31]=3)[CH:7]=[CH:6][CH:5]=2)[CH:9]=1)[CH3:16], predict the reactants needed to synthesize it. (6) Given the product [CH3:1][C:2]1[CH:3]=[CH:4][C:5]([S:8]([O:11][CH2:12][CH:13]2[O:18][C:17]3[C:19]([CH:34]=[O:37])=[C:20]([NH:23][C:24]([O:26][CH2:27][C:28]4[CH:29]=[CH:30][CH:31]=[CH:32][CH:33]=4)=[O:25])[CH:21]=[CH:22][C:16]=3[O:15][CH2:14]2)(=[O:10])=[O:9])=[CH:6][CH:7]=1, predict the reactants needed to synthesize it. The reactants are: [CH3:1][C:2]1[CH:7]=[CH:6][C:5]([S:8]([O:11][CH2:12][C@@H:13]2[O:18][C:17]3[C:19]([CH:34]=CC)=[C:20]([NH:23][C:24]([O:26][CH2:27][C:28]4[CH:33]=[CH:32][CH:31]=[CH:30][CH:29]=4)=[O:25])[CH:21]=[CH:22][C:16]=3[O:15][CH2:14]2)(=[O:10])=[O:9])=[CH:4][CH:3]=1.[O:37]1CCCC1. (7) Given the product [Br:1][C:2]1[C:3]([F:17])=[C:4]([CH:5]=[C:6]([Cl:8])[CH:7]=1)[NH2:9], predict the reactants needed to synthesize it. The reactants are: [Br:1][C:2]1[C:3]([F:17])=[C:4]([NH:9]C(=O)OC(C)(C)C)[CH:5]=[C:6]([Cl:8])[CH:7]=1.Cl. (8) Given the product [C:34]([O:27][C@@H:22]([C:14]1[C:13]([CH3:28])=[N:12][C:11]2[N:10]([N:9]=[C:8]([C:4]3[CH:5]=[CH:6][CH:7]=[C:2]([Cl:1])[CH:3]=3)[CH:29]=2)[C:15]=1[CH:16]1[CH2:17][CH2:18][CH2:19][CH2:20][CH2:21]1)[C:23]([O:25][CH3:26])=[O:24])([CH3:37])([CH3:36])[CH3:35], predict the reactants needed to synthesize it. The reactants are: [Cl:1][C:2]1[CH:3]=[C:4]([C:8]2[CH:29]=[C:11]3[N:12]=[C:13]([CH3:28])[C:14]([C@H:22]([OH:27])[C:23]([O:25][CH3:26])=[O:24])=[C:15]([CH:16]4[CH2:21][CH2:20][CH2:19][CH2:18][CH2:17]4)[N:10]3[N:9]=2)[CH:5]=[CH:6][CH:7]=1.C(O[C:34]([CH3:37])([CH3:36])[CH3:35])(=O)C.Cl(O)(=O)(=O)=O. (9) Given the product [CH3:39][S:40]([O:25][CH2:24][CH2:23][CH2:22][C:20]1[C:19]([O:26][CH3:27])=[CH:18][C:9]2[C@@H:10]([C:12]3[CH:13]=[CH:14][CH:15]=[CH:16][CH:17]=3)[NH:11][C@@:5]([CH2:1][CH2:2][CH2:3][CH3:4])([CH2:30][CH3:31])[CH2:6][S:7](=[O:28])(=[O:29])[C:8]=2[CH:21]=1)(=[O:42])=[O:41], predict the reactants needed to synthesize it. The reactants are: [CH2:1]([C@@:5]1([CH2:30][CH3:31])[NH:11][C@H:10]([C:12]2[CH:17]=[CH:16][CH:15]=[CH:14][CH:13]=2)[C:9]2[CH:18]=[C:19]([O:26][CH3:27])[C:20]([CH2:22][CH2:23][CH2:24][OH:25])=[CH:21][C:8]=2[S:7](=[O:29])(=[O:28])[CH2:6]1)[CH2:2][CH2:3][CH3:4].C(N(CC)CC)C.[CH3:39][S:40](Cl)(=[O:42])=[O:41]. (10) Given the product [N:12]1([C:8]2[CH:7]=[N:6][C:5]3[C:10](=[CH:11][C:2]([B:18]4[O:22][C:21]([CH3:24])([CH3:23])[C:20]([CH3:26])([CH3:25])[O:19]4)=[CH:3][CH:4]=3)[N:9]=2)[CH2:17][CH2:16][O:15][CH2:14][CH2:13]1, predict the reactants needed to synthesize it. The reactants are: Br[C:2]1[CH:11]=[C:10]2[C:5]([N:6]=[CH:7][C:8]([N:12]3[CH2:17][CH2:16][O:15][CH2:14][CH2:13]3)=[N:9]2)=[CH:4][CH:3]=1.[B:18]1([B:18]2[O:22][C:21]([CH3:24])([CH3:23])[C:20]([CH3:26])([CH3:25])[O:19]2)[O:22][C:21]([CH3:24])([CH3:23])[C:20]([CH3:26])([CH3:25])[O:19]1.C([O-])(=O)C.[K+].